This data is from Peptide-MHC class I binding affinity with 185,985 pairs from IEDB/IMGT. The task is: Regression. Given a peptide amino acid sequence and an MHC pseudo amino acid sequence, predict their binding affinity value. This is MHC class I binding data. (1) The peptide sequence is SWPLQCPLDH. The MHC is HLA-A03:01 with pseudo-sequence HLA-A03:01. The binding affinity (normalized) is 0. (2) The peptide sequence is SISGVLWQV. The MHC is HLA-A02:01 with pseudo-sequence HLA-A02:01. The binding affinity (normalized) is 0.669. (3) The peptide sequence is FTVVSNGAK. The MHC is HLA-A11:01 with pseudo-sequence HLA-A11:01. The binding affinity (normalized) is 0.324. (4) The peptide sequence is TDPRRRSRNL. The MHC is Patr-B2401 with pseudo-sequence Patr-B2401. The binding affinity (normalized) is 0. (5) The peptide sequence is IMATIQRKY. The MHC is HLA-A29:02 with pseudo-sequence HLA-A29:02. The binding affinity (normalized) is 0.583. (6) The peptide sequence is SPLFLIVAAL. The MHC is HLA-B54:01 with pseudo-sequence HLA-B54:01. The binding affinity (normalized) is 0.366.